Dataset: Catalyst prediction with 721,799 reactions and 888 catalyst types from USPTO. Task: Predict which catalyst facilitates the given reaction. (1) Reactant: [CH:1](=[C:8]1[C:21]2[CH:20]=[CH:19][CH:18]=[CH:17][C:16]=2[S:15][C:14]2[C:9]1=[CH:10][CH:11]=[CH:12][CH:13]=2)[C:2]1[CH:7]=[CH:6][CH:5]=[CH:4][CH:3]=1.[H][H]. Product: [CH2:1]([CH:8]1[C:9]2[CH:10]=[CH:11][CH:12]=[CH:13][C:14]=2[S:15][C:16]2[C:21]1=[CH:20][CH:19]=[CH:18][CH:17]=2)[C:2]1[CH:3]=[CH:4][CH:5]=[CH:6][CH:7]=1. The catalyst class is: 849. (2) Reactant: [NH2:1][C:2]1[CH:3]=[CH:4][C:5]([NH:24][C:25]([O:27][C:28]([CH3:31])([CH3:30])[CH3:29])=[O:26])=[C:6]([CH2:8][CH2:9][C:10]2[CH:11]=[C:12]([NH:16][C:17](=[O:23])[O:18][C:19]([CH3:22])([CH3:21])[CH3:20])[CH:13]=[N:14][CH:15]=2)[CH:7]=1.[Cl:32][C:33]1[N:38]=[C:37](Cl)[C:36]([F:40])=[CH:35][N:34]=1.C(=O)([O-])[O-].[K+].[K+]. Product: [C:28]([O:27][C:25]([NH:24][C:5]1[CH:4]=[CH:3][C:2]([NH:1][C:35]2[C:36]([F:40])=[CH:37][N:38]=[C:33]([Cl:32])[N:34]=2)=[CH:7][C:6]=1[CH2:8][CH2:9][C:10]1[CH:11]=[C:12]([NH:16][C:17](=[O:23])[O:18][C:19]([CH3:22])([CH3:21])[CH3:20])[CH:13]=[N:14][CH:15]=1)=[O:26])([CH3:31])([CH3:30])[CH3:29]. The catalyst class is: 9.